From a dataset of Forward reaction prediction with 1.9M reactions from USPTO patents (1976-2016). Predict the product of the given reaction. (1) Given the reactants [NH2:1][C:2]1[C:9]([OH:10])=[C:8]([F:11])[C:7]([C:12]2[CH:17]=[CH:16][CH:15]=[CH:14][CH:13]=2)=[C:6]([CH3:18])[C:3]=1[C:4]#[N:5].C(N(CC)CC)C.[CH:26]1([C:30](Cl)=[O:31])[CH2:29][CH2:28][CH2:27]1.C(O)(=O)CC(CC(O)=O)(C(O)=O)O, predict the reaction product. The product is: [CH:26]1([C:30]([O:10][C:9]2[C:8]([F:11])=[C:7]([C:12]3[CH:13]=[CH:14][CH:15]=[CH:16][CH:17]=3)[C:6]([CH3:18])=[C:3]([C:4]#[N:5])[C:2]=2[NH2:1])=[O:31])[CH2:29][CH2:28][CH2:27]1. (2) Given the reactants [Br:1]N1C(=O)CCC1=O.C(OOC(=O)C1C=CC=CC=1)(=O)C1C=CC=CC=1.[C:27]([C:30]1[CH:35]=[CH:34][CH:33]=[CH:32][CH:31]=1)([CH3:29])=[CH2:28], predict the reaction product. The product is: [Br:1][CH2:28][C:27]([C:30]1[CH:35]=[CH:34][CH:33]=[CH:32][CH:31]=1)=[CH2:29]. (3) Given the reactants [CH2:1]([NH:8][C:9]1[CH:17]=[C:16]([N:18]2[CH2:23][CH2:22][N:21]([C:24](=[O:31])[C:25]3[CH:30]=[CH:29][CH:28]=[CH:27][CH:26]=3)[CH2:20][CH2:19]2)[CH:15]=[CH:14][C:10]=1[C:11]([OH:13])=[O:12])[C:2]1[CH:7]=[CH:6][CH:5]=[CH:4][CH:3]=1.[CH2:32]([Si](C=[N+]=[N-])(CC)CC)C, predict the reaction product. The product is: [CH2:1]([NH:8][C:9]1[CH:17]=[C:16]([N:18]2[CH2:23][CH2:22][N:21]([C:24](=[O:31])[C:25]3[CH:30]=[CH:29][CH:28]=[CH:27][CH:26]=3)[CH2:20][CH2:19]2)[CH:15]=[CH:14][C:10]=1[C:11]([O:13][CH3:32])=[O:12])[C:2]1[CH:7]=[CH:6][CH:5]=[CH:4][CH:3]=1. (4) Given the reactants C(OC([N:8]1[C:16]2[C:11](=[CH:12][CH:13]=[CH:14][C:15]=2[N:17]2[CH2:22][CH2:21][N:20](C(OC(C)(C)C)=O)[CH2:19][CH2:18]2)[CH:10]=[C:9]1[S:30]([C:33]1[CH:38]=[CH:37][CH:36]=[CH:35][CH:34]=1)(=[O:32])=[O:31])=O)(C)(C)C, predict the reaction product. The product is: [C:33]1([S:30]([C:9]2[NH:8][C:16]3[C:11]([CH:10]=2)=[CH:12][CH:13]=[CH:14][C:15]=3[N:17]2[CH2:22][CH2:21][NH:20][CH2:19][CH2:18]2)(=[O:31])=[O:32])[CH:34]=[CH:35][CH:36]=[CH:37][CH:38]=1. (5) Given the reactants [OH:1][C:2]1[CH:3]=[C:4]([CH2:8][C:9]([NH:11][C:12]2[C:21]3[C:16](=[CH:17][CH:18]=[CH:19][CH:20]=3)[CH:15]=[CH:14][CH:13]=2)=[O:10])[CH:5]=[CH:6][CH:7]=1.[CH2:22](Br)[C:23]1[CH:28]=[CH:27][CH:26]=[CH:25][CH:24]=1.C(=O)([O-])[O-].[K+].[K+], predict the reaction product. The product is: [C:12]1([NH:11][C:9](=[O:10])[CH2:8][C:4]2[CH:5]=[CH:6][CH:7]=[C:2]([O:1][CH2:22][C:23]3[CH:28]=[CH:27][CH:26]=[CH:25][CH:24]=3)[CH:3]=2)[C:21]2[C:16](=[CH:17][CH:18]=[CH:19][CH:20]=2)[CH:15]=[CH:14][CH:13]=1.